This data is from Catalyst prediction with 721,799 reactions and 888 catalyst types from USPTO. The task is: Predict which catalyst facilitates the given reaction. (1) Reactant: [C:1]([C:5]1[O:6][CH:7]=[C:8]([C:10]2[CH:15]=[CH:14][C:13]([F:16])=[CH:12][CH:11]=2)[N:9]=1)([CH3:4])([CH3:3])[CH3:2].C([Li])(C)(C)C.[CH3:22][Sn:23](Cl)([CH3:25])[CH3:24].[Cl-].[NH4+]. The catalyst class is: 1. Product: [C:1]([C:5]1[O:6][C:7]([Sn:23]([CH3:25])([CH3:24])[CH3:22])=[C:8]([C:10]2[CH:11]=[CH:12][C:13]([F:16])=[CH:14][CH:15]=2)[N:9]=1)([CH3:4])([CH3:2])[CH3:3]. (2) Product: [CH3:1][O:2][C:3]1[CH:4]=[C:5]2[C:10](=[CH:11][C:12]=1[O:13][CH3:14])[N:9]=[CH:8][CH:7]=[C:6]2[O:15][C:16]1[CH:22]=[CH:21][C:19]([NH:20][C:26](=[O:28])[O:44][CH:40]([CH2:41][CH2:42][CH3:43])[CH2:39][CH2:38][CH3:37])=[C:18]([CH3:23])[C:17]=1[CH3:24]. Reactant: [CH3:1][O:2][C:3]1[CH:4]=[C:5]2[C:10](=[CH:11][C:12]=1[O:13][CH3:14])[N:9]=[CH:8][CH:7]=[C:6]2[O:15][C:16]1[CH:22]=[CH:21][C:19]([NH2:20])=[C:18]([CH3:23])[C:17]=1[CH3:24].Cl[C:26](Cl)([O:28]C(=O)OC(Cl)(Cl)Cl)Cl.[CH3:37][CH2:38][CH2:39][CH:40]([OH:44])[CH2:41][CH2:42][CH3:43].C(=O)(O)[O-].[Na+]. The catalyst class is: 208.